This data is from Full USPTO retrosynthesis dataset with 1.9M reactions from patents (1976-2016). The task is: Predict the reactants needed to synthesize the given product. (1) Given the product [ClH:46].[F:45][C:2]([F:1])([F:44])[C:3]1[CH:4]=[C:5]([C@H:13]([O:15][C@H:16]2[CH2:21][CH2:20][N:19]([C:22]([NH:24][CH:25]3[CH2:30][CH2:29][NH:28][CH2:27][CH2:26]3)=[O:23])[CH2:18][C@H:17]2[C:38]2[CH:43]=[CH:42][CH:41]=[CH:40][CH:39]=2)[CH3:14])[CH:6]=[C:7]([C:9]([F:10])([F:11])[F:12])[CH:8]=1, predict the reactants needed to synthesize it. The reactants are: [F:1][C:2]([F:45])([F:44])[C:3]1[CH:4]=[C:5]([C@H:13]([O:15][C@H:16]2[CH2:21][CH2:20][N:19]([C:22]([NH:24][CH:25]3[CH2:30][CH2:29][N:28](C(OC(C)(C)C)=O)[CH2:27][CH2:26]3)=[O:23])[CH2:18][C@H:17]2[C:38]2[CH:43]=[CH:42][CH:41]=[CH:40][CH:39]=2)[CH3:14])[CH:6]=[C:7]([C:9]([F:12])([F:11])[F:10])[CH:8]=1.[ClH:46].C(OCC)(=O)C. (2) Given the product [CH2:10]([C:9]1[C:8](=[O:17])[C:5]2[C:4](=[CH:3][C:2]([Cl:1])=[CH:7][CH:6]=2)[N:18]([C:19]2[CH:24]=[CH:23][CH:22]=[C:21]([N:25]3[C:26]([CH3:31])=[CH:27][CH:28]=[C:29]3[CH3:30])[N:20]=2)[C:43]=1[C:44]1[O:45][CH:46]=[CH:42][N:36]=1)[C:11]1[CH:12]=[CH:13][CH:14]=[CH:15][CH:16]=1, predict the reactants needed to synthesize it. The reactants are: [Cl:1][C:2]1[CH:7]=[CH:6][C:5]([C:8](=[O:17])[CH2:9][CH2:10][C:11]2[CH:16]=[CH:15][CH:14]=[CH:13][CH:12]=2)=[C:4]([NH:18][C:19]2[CH:24]=[CH:23][CH:22]=[C:21]([N:25]3[C:29]([CH3:30])=[CH:28][CH:27]=[C:26]3[CH3:31])[N:20]=2)[CH:3]=1.C[Si]([N-:36][Si](C)(C)C)(C)C.[Na+].[CH2:42]1[CH2:46][O:45][CH2:44][CH2:43]1. (3) Given the product [C:2]1([C:7]2[CH:8]=[C:9]3[C:15]([CH:16]=[CH:17][C:18]([NH2:20])=[O:19])=[CH:14][NH:13][C:10]3=[N:11][CH:12]=2)[CH:3]=[CH:4][CH:5]=[CH:6][CH:34]=1, predict the reactants needed to synthesize it. The reactants are: N1[CH:6]=[CH:5][CH:4]=[CH:3][C:2]=1[C:7]1[CH:8]=[C:9]2[C:15]([CH:16]=[CH:17][C:18]([NH2:20])=[O:19])=[CH:14][N:13](S(C3C=CC(C)=CC=3)(=O)=O)[C:10]2=[N:11][CH:12]=1.[Li+].[OH-].O1CCOC[CH2:34]1. (4) The reactants are: [F:1][C:2]1[CH:7]=[CH:6][CH:5]=[CH:4][C:3]=1[S:8]([Cl:11])(=[O:10])=[O:9].C(Cl)Cl.[NH2:15][C:16]1[CH:17]=[C:18]([C@@H:22]([O:53][Si](CC)(CC)CC)[CH2:23][N:24](C(OC(C)(C)C)=O)[CH2:25][CH2:26][O:27][C:28]2[CH:36]=[C:35]3[C:31]([C:32]([O:44][CH3:45])=[N:33][N:34]3C(OC(C)(C)C)=O)=[CH:30][CH:29]=2)[CH:19]=[CH:20][CH:21]=1.C(O)C(N)(CO)CO.Cl.O1CCOCC1. Given the product [F:1][C:2]1[CH:7]=[CH:6][CH:5]=[CH:4][C:3]=1[S:8]([NH:15][C:16]1[CH:21]=[CH:20][CH:19]=[C:18]([C@@H:22]([OH:53])[CH2:23][NH:24][CH2:25][CH2:26][O:27][C:28]2[CH:36]=[C:35]3[C:31]([C:32]([O:44][CH3:45])=[N:33][NH:34]3)=[CH:30][CH:29]=2)[CH:17]=1)(=[O:10])=[O:9].[ClH:11], predict the reactants needed to synthesize it. (5) Given the product [CH3:17][N:18]1[CH2:23][CH2:22][N:21]([CH2:24][C:25]2[CH:30]=[CH:29][C:28]([C:2]3[CH:3]=[C:4]4[C:10]([C:11]5[N:12]=[C:13]([NH2:16])[S:14][CH:15]=5)=[CH:9][NH:8][C:5]4=[N:6][CH:7]=3)=[CH:27][CH:26]=2)[CH2:20][CH2:19]1, predict the reactants needed to synthesize it. The reactants are: Br[C:2]1[CH:3]=[C:4]2[C:10]([C:11]3[N:12]=[C:13]([NH2:16])[S:14][CH:15]=3)=[CH:9][NH:8][C:5]2=[N:6][CH:7]=1.[CH3:17][N:18]1[CH2:23][CH2:22][N:21]([CH2:24][C:25]2[CH:30]=[CH:29][C:28](B3OC(C)(C)C(C)(C)O3)=[CH:27][CH:26]=2)[CH2:20][CH2:19]1.C([O-])([O-])=O.[Na+].[Na+]. (6) Given the product [CH3:9][O:10][C:11]1[N:13]=[C:14]([OH:22])[C:15]([O:2][CH3:1])=[C:16]([OH:18])[N:12]=1, predict the reactants needed to synthesize it. The reactants are: [CH3:1][O-:2].[Na+].S(O)(O)(=O)=O.[CH3:9][O:10][C:11]([NH2:13])=[NH:12].[C:14]([O:22]C)(=O)[CH2:15][C:16]([O:18]OC)=O. (7) Given the product [Br:1][C:2]1[CH:7]=[CH:6][C:5]([CH:18]=[O:19])=[C:4]([CH2:9][CH3:10])[CH:3]=1, predict the reactants needed to synthesize it. The reactants are: [Br:1][C:2]1[CH:7]=[CH:6][C:5](I)=[C:4]([CH2:9][CH3:10])[CH:3]=1.C([Li])CCC.CN(C)[CH:18]=[O:19].Cl. (8) Given the product [NH2:1][C:2]1[N:7]=[C:6]([NH2:8])[C:5]([C:9]#[N:10])=[C:4]([NH:11][C@H:12]([C:14]2[N:23]([CH2:24][CH2:25][CH2:26][NH:27][C:31]3[N:36]=[CH:35][CH:34]=[CH:33][N:32]=3)[C:22](=[O:28])[C:21]3[C:16](=[CH:17][CH:18]=[CH:19][C:20]=3[Cl:29])[N:15]=2)[CH3:13])[N:3]=1, predict the reactants needed to synthesize it. The reactants are: [NH2:1][C:2]1[N:7]=[C:6]([NH2:8])[C:5]([C:9]#[N:10])=[C:4]([NH:11][C@H:12]([C:14]2[N:23]([CH2:24][CH2:25][CH2:26][NH2:27])[C:22](=[O:28])[C:21]3[C:16](=[CH:17][CH:18]=[CH:19][C:20]=3[Cl:29])[N:15]=2)[CH3:13])[N:3]=1.Cl[C:31]1[N:36]=[CH:35][CH:34]=[CH:33][N:32]=1. (9) Given the product [CH3:25][C:15]1[CH:20]=[CH:19][C:18]([S:21]([O:13][CH2:12][CH:9]2[O:8][C:7]3[CH:14]=[C:3]([O:2][CH3:1])[CH:4]=[CH:5][C:6]=3[O:11][CH2:10]2)(=[O:23])=[O:22])=[CH:17][CH:16]=1, predict the reactants needed to synthesize it. The reactants are: [CH3:1][O:2][C:3]1[CH:4]=[CH:5][C:6]2[O:11][CH2:10][CH:9]([CH2:12][OH:13])[O:8][C:7]=2[CH:14]=1.[C:15]1([CH3:25])[CH:20]=[CH:19][C:18]([S:21](Cl)(=[O:23])=[O:22])=[CH:17][CH:16]=1.C([O-])([O-])=O.[Na+].[Na+]. (10) Given the product [CH3:16][C:13]1[N:4]2[C:5]3[CH:12]=[CH:11][C:10]([C:25]4[CH:26]=[CH:27][C:28]([NH2:31])=[N:29][CH:30]=4)=[CH:9][C:6]=3[NH:7][CH2:8][CH2:2][C:3]2=[N:15][N:14]=1, predict the reactants needed to synthesize it. The reactants are: Br[CH:2]1[CH2:8][NH:7][C:6]2[CH:9]=[CH:10][CH:11]=[CH:12][C:5]=2[N:4]2[C:13]([CH3:16])=[N:14][N:15]=[C:3]12.CC1(C)C(C)(C)OB([C:25]2[CH:26]=[CH:27][C:28]([NH2:31])=[N:29][CH:30]=2)O1.C([O-])([O-])=O.[Cs+].[Cs+].